The task is: Binary Classification. Given a miRNA mature sequence and a target amino acid sequence, predict their likelihood of interaction.. This data is from Experimentally validated miRNA-target interactions with 360,000+ pairs, plus equal number of negative samples. (1) The protein sequence of the target gene is MARAQALVLALTFQFCAPETETPAAGCTFEEASDPVVPCEFSQAQYDDFQWEQVRIHPGTRTPEDLPHGAYLMVNASQHAPGQRAHIIFQTLSENDTHCVQFSYFLYSRDGHSPGTLGVYVRVNGGPLGSAVWNMTGSHGRQWHQAELAVSTFWPNEYQVLFEALISPDHKGYIGLDDILLFSYPCAKAPHFSRLGDVEVNAGQNASFQCMAAGRAAEAEHFFLQRQSGVLVPAAGVRHISHRRFLATFPLASVGRSEQDLYRCVSQAPRGAGVSNFAELIVKEPPTPIAPPQLLRAGPT.... The miRNA is mmu-miR-3080-3p with sequence UCCUCGGGCAAAGCGCUUGACA. Result: 0 (no interaction). (2) The miRNA is hsa-miR-4635 with sequence UCUUGAAGUCAGAACCCGCAA. The protein sequence of the target gene is MSHLQSLLLDTLLGTKHVDSAALIKIQERSLCVASPGFNVTPSDVRTLVNGFAKNPLQARREGLYFKGKDYRCVRADEYSLYAKNENTGVVVVKTHLYLLVATYTEGMYPSICVEATESLGDYLRKKGS. Result: 1 (interaction). (3) The miRNA is hsa-miR-548ac with sequence CAAAAACCGGCAAUUACUUUUG. The protein sequence of the target gene is MWALCSLLRSAAGRTMSQGRTISQAPARRERPRKDPLRHLRTREKRGPSGCSGGPNTVYLQVVAAGSRDSGAALYVFSEFNRYLFNCGEGVQRLMQEHKLKVARLDNIFLTRMHWSNVGGLSGMILTLKETGLPKCVLSGPPQLEKYLEAIKIFSGPLKGIELAVRPHSAPEYEDETMTVYQIPIHSEQRRGKHQPWQSPERPLSRLSPERSSDSESNENEPHLPHGVSQRRGVRDSSLVVAFICKLHLKRGNFLVLKAKEMGLPVGTAAIAPIIAAVKDGKSITHEGREILAEELCTPP.... Result: 0 (no interaction). (4) The miRNA is hsa-miR-6853-5p with sequence AGCGUGGGAUGUCCAUGAAGUCAG. The protein sequence of the target gene is MAAAGARRSPGRGLGLRGRPRLGFHPGPPPPPPPPLLLLFLLLLPPPPLLAGATAAAASREPDSPCRLKTVTVSTLPALRESDIGWSGARTGAAAGAGAGTGAGAGAAAAAASAASPGSAGSAGTAAESRLLLFVRNELPGRIAVQDDLDNTELPFFTLEMSGTAADISLVHWRQQWLENGTLYFHVSMSSSGQLAQATAPTLQEPSEIVEEQMHILHISVMGGLIALLLLLLVFTVALYAQRRWQKRRRIPQKSASTEATHEIHYIPSVLLGPQARESFRSSRLQTHNSVIGVPIRETP.... Result: 0 (no interaction).